Dataset: Reaction yield outcomes from USPTO patents with 853,638 reactions. Task: Predict the reaction yield, written as a fraction of the theoretical maximum amount of product (1.0 means a 100% yield; for example, 0.34 means a 34% yield). The reactants are C[O:2][C:3](=[O:28])[C:4]1[CH:9]=[CH:8][C:7]([NH:10][C:11](=[O:27])[C@@H:12]([C:19]2[CH:24]=[CH:23][C:22]([Cl:25])=[C:21]([Cl:26])[CH:20]=2)[CH2:13][CH:14]2[CH2:18][CH2:17][CH2:16][CH2:15]2)=[N:6][CH:5]=1.Cl. The catalyst is O1CCCC1.O. The product is [CH:14]1([CH2:13][C@H:12]([C:19]2[CH:24]=[CH:23][C:22]([Cl:25])=[C:21]([Cl:26])[CH:20]=2)[C:11]([NH:10][C:7]2[CH:8]=[CH:9][C:4]([C:3]([OH:28])=[O:2])=[CH:5][N:6]=2)=[O:27])[CH2:18][CH2:17][CH2:16][CH2:15]1. The yield is 0.0400.